From a dataset of Catalyst prediction with 721,799 reactions and 888 catalyst types from USPTO. Predict which catalyst facilitates the given reaction. (1) Reactant: [F:1][C:2]([F:11])([F:10])[CH:3]1[O:7][N:6]=[C:5]([CH2:8]O)[CH2:4]1.O1CCN(S(F)(F)[F:19])CC1.C([O-])(O)=O.[Na+]. Product: [F:19][CH2:8][C:5]1[CH2:4][CH:3]([C:2]([F:11])([F:10])[F:1])[O:7][N:6]=1. The catalyst class is: 4. (2) Reactant: [Br:1][C:2]1[C:3]([CH3:20])=[C:4]([N:8]2[C:17](=[O:18])[C:16]3[C:11](=[CH:12][CH:13]=[CH:14][CH:15]=3)[NH:10][C:9]2=[O:19])[CH:5]=[CH:6][CH:7]=1.[C:21]([O-])([O-])=O.[Cs+].[Cs+].IC. Product: [Br:1][C:2]1[C:3]([CH3:20])=[C:4]([N:8]2[C:17](=[O:18])[C:16]3[C:11](=[CH:12][CH:13]=[CH:14][CH:15]=3)[N:10]([CH3:21])[C:9]2=[O:19])[CH:5]=[CH:6][CH:7]=1. The catalyst class is: 3. (3) Reactant: [C:1]1([OH:7])[CH:6]=[CH:5][CH:4]=[CH:3][CH:2]=1.[H-].[Na+].[Cl:10][C:11]1[CH:16]=[CH:15][C:14]([C:17]([C:19]2[CH:20]=[C:21]3[C:26](=[CH:27][CH:28]=2)[N:25]=[CH:24][CH:23]=[C:22]3Cl)=[O:18])=[CH:13][CH:12]=1.O. Product: [Cl:10][C:11]1[CH:16]=[CH:15][C:14]([C:17]([C:19]2[CH:20]=[C:21]3[C:26](=[CH:27][CH:28]=2)[N:25]=[CH:24][CH:23]=[C:22]3[O:7][C:1]2[CH:6]=[CH:5][CH:4]=[CH:3][CH:2]=2)=[O:18])=[CH:13][CH:12]=1. The catalyst class is: 3.